This data is from Forward reaction prediction with 1.9M reactions from USPTO patents (1976-2016). The task is: Predict the product of the given reaction. (1) Given the reactants Cl.Cl.Cl.Cl.[NH2:5][CH2:6][CH2:7][CH2:8][NH:9][CH2:10][CH2:11][CH2:12][CH2:13][NH:14][CH2:15][CH2:16][CH2:17][NH2:18].O.C(#N)C, predict the reaction product. The product is: [NH2:18][CH2:17][CH2:16][CH2:15][NH:14][CH2:13][CH2:12][CH2:11][CH2:10][NH:9][CH2:8][CH2:7][CH2:6][NH2:5]. (2) The product is: [F:1][C:2]1[CH:7]=[C:6]([O:8][C:9]([F:10])([F:11])[F:12])[CH:5]=[CH:4][C:3]=1[C@H:13]1[CH2:18][C@@H:17]([C:19]2[O:23][NH:22][C:21](=[O:24])[CH:20]=2)[CH2:16][CH2:15][NH:14]1. Given the reactants [F:1][C:2]1[CH:7]=[C:6]([O:8][C:9]([F:12])([F:11])[F:10])[CH:5]=[CH:4][C:3]=1[C@H:13]1[CH2:18][C@@H:17]([C:19]2[O:23][NH:22][C:21](=[O:24])[CH:20]=2)[CH2:16][CH2:15][N:14]1C(OC)=O.Br, predict the reaction product. (3) Given the reactants [C:1]([C:3]1([CH2:16][OH:17])[CH2:8][CH2:7][N:6]([C:9]([O:11][C:12]([CH3:15])([CH3:14])[CH3:13])=[O:10])[CH2:5][CH2:4]1)#[N:2].[S:18](Cl)([C:21]1[CH:27]=[CH:26][C:24]([CH3:25])=[CH:23][CH:22]=1)(=[O:20])=[O:19].ClC1C(C=O)=CN=C(SC)N=1, predict the reaction product. The product is: [C:1]([C:3]1([CH2:16][O:17][S:18]([C:21]2[CH:27]=[CH:26][C:24]([CH3:25])=[CH:23][CH:22]=2)(=[O:20])=[O:19])[CH2:8][CH2:7][N:6]([C:9]([O:11][C:12]([CH3:13])([CH3:14])[CH3:15])=[O:10])[CH2:5][CH2:4]1)#[N:2]. (4) Given the reactants C([O:3][C:4]([C:6]1[C:7]2[N:8]=[CH:9][CH:10]=[N:11][C:12]=2[C:13]([C:16]2[C:21]([F:22])=[C:20]([O:23][CH3:24])[CH:19]=[C:18]([O:25][CH3:26])[C:17]=2[F:27])=[CH:14][CH:15]=1)=O)C.[CH3:28][N:29]1[CH2:34][CH2:33][N:32]([CH2:35][C:36]2[CH:37]=[CH:38][C:39]([NH2:42])=[N:40][CH:41]=2)[CH2:31][CH2:30]1, predict the reaction product. The product is: [CH3:28][N:29]1[CH2:34][CH2:33][N:32]([CH2:35][C:36]2[CH:37]=[CH:38][C:39]([NH:42][C:4]([C:6]3[C:7]4[N:8]=[CH:9][CH:10]=[N:11][C:12]=4[C:13]([C:16]4[C:17]([F:27])=[C:18]([O:25][CH3:26])[CH:19]=[C:20]([O:23][CH3:24])[C:21]=4[F:22])=[CH:14][CH:15]=3)=[O:3])=[N:40][CH:41]=2)[CH2:31][CH2:30]1. (5) Given the reactants [F:1][C:2]([F:10])([F:9])[C:3]1[CH:8]=[CH:7][N:6]=[CH:5][CH:4]=1.ClC1C=C(C=CC=1)C(OO)=[O:16], predict the reaction product. The product is: [F:1][C:2]([F:10])([F:9])[C:3]1[CH:8]=[CH:7][N+:6]([O-:16])=[CH:5][CH:4]=1. (6) Given the reactants [CH3:1][O:2][C:3]([C:5]1[N:6]=[C:7]([C:10]2[CH:15]=[CH:14][C:13]([CH2:16][NH:17]C(OC(C)(C)C)=O)=[CH:12][CH:11]=2)[O:8][CH:9]=1)=[O:4].[ClH:25].O1CCOCC1, predict the reaction product. The product is: [ClH:25].[CH3:1][O:2][C:3]([C:5]1[N:6]=[C:7]([C:10]2[CH:15]=[CH:14][C:13]([CH2:16][NH2:17])=[CH:12][CH:11]=2)[O:8][CH:9]=1)=[O:4]. (7) Given the reactants S(Cl)(Cl)=O.[CH3:5][C:6]1[CH:11]=[C:10]([CH3:12])[N:9]=[C:8]([C:13]([OH:15])=[O:14])[CH:7]=1.[CH3:16]O, predict the reaction product. The product is: [CH3:5][C:6]1[CH:11]=[C:10]([CH3:12])[N:9]=[C:8]([C:13]([O:15][CH3:16])=[O:14])[CH:7]=1. (8) The product is: [O:17]=[C:14]1[N:13]([CH2:18][C:19]2[CH:24]=[CH:23][C:22]([O:25][CH3:26])=[CH:21][CH:20]=2)[C:12]2[CH:27]=[CH:28][C:9]([CH2:8][CH:36]([C:37]3[CH:38]=[CH:39][CH:40]=[CH:41][CH:42]=3)[CH2:35][C:34]([O:44][CH2:45][CH3:46])=[O:43])=[CH:10][C:11]=2[O:16][CH2:15]1. Given the reactants NCCCCN.Br[CH2:8][C:9]1[CH:28]=[CH:27][C:12]2[N:13]([CH2:18][C:19]3[CH:24]=[CH:23][C:22]([O:25][CH3:26])=[CH:21][CH:20]=3)[C:14](=[O:17])[CH2:15][O:16][C:11]=2[CH:10]=1.C[Si](Cl)(C)C.[C:34]([O:44][CH2:45][CH3:46])(=[O:43])[CH:35]=[CH:36][C:37]1[CH:42]=[CH:41][CH:40]=[CH:39][CH:38]=1.[Cl-].[NH4+].[NH4+], predict the reaction product. (9) Given the reactants [CH2:1]([CH:8]([C:15]([O-:17])=[O:16])[CH2:9][C@@H:10]([C:12]([O-:14])=O)[NH2:11])[C:2]1[CH:7]=[CH:6][CH:5]=[CH:4][CH:3]=1.ClC(Cl)([O:21][C:22](=O)[O:23]C(Cl)(Cl)Cl)Cl.N#N.CCCCCC, predict the reaction product. The product is: [C:22]([NH:11][C@@H:10]1[C:12](=[O:14])[O:16][C:15](=[O:17])[CH:8]([CH2:1][C:2]2[CH:3]=[CH:4][CH:5]=[CH:6][CH:7]=2)[CH2:9]1)([OH:23])=[O:21].